Task: Predict the product of the given reaction.. Dataset: Forward reaction prediction with 1.9M reactions from USPTO patents (1976-2016) (1) Given the reactants C(OC([NH:8][CH:9]1[CH2:14][CH2:13][CH2:12][CH:11]([C:15]([O:17][CH3:18])=[O:16])[CH2:10]1)=O)(C)(C)C.Cl.CO, predict the reaction product. The product is: [NH2:8][CH:9]1[CH2:14][CH2:13][CH2:12][CH:11]([C:15]([O:17][CH3:18])=[O:16])[CH2:10]1. (2) The product is: [F:15][C:16]([F:35])([F:34])[S:17]([O:1][C:2]1[CH:11]=[C:10]2[C:5]([CH:6]=[CH:7][C:8](=[O:12])[O:9]2)=[CH:4][CH:3]=1)(=[O:19])=[O:18]. Given the reactants [OH:1][C:2]1[CH:11]=[C:10]2[C:5]([CH:6]=[CH:7][C:8](=[O:12])[O:9]2)=[CH:4][CH:3]=1.[H-].[Na+].[F:15][C:16]([F:35])([F:34])[S:17](N([S:17]([C:16]([F:35])([F:34])[F:15])(=[O:19])=[O:18])C1C=CC=CC=1)(=[O:19])=[O:18], predict the reaction product. (3) Given the reactants C(OC([N:8]1[CH2:13][CH2:12][CH:11]([NH:14][C:15]([N:17]2[C@@:21]([C:23]3[CH:28]=[CH:27][C:26]([Cl:29])=[CH:25][CH:24]=3)([CH3:22])[C@@:20]([C:31]3[CH:36]=[CH:35][C:34]([Cl:37])=[CH:33][CH:32]=3)([CH3:30])[N:19]=[C:18]2[C:38]2[CH:39]=[N:40][C:41]([C:47]([CH3:50])([CH3:49])[CH3:48])=[CH:42][C:43]=2[O:44][CH2:45][CH3:46])=[O:16])[CH2:10][CH2:9]1)=O)(C)(C)C.C(=O)([O-])[O-].[K+].[K+].I[CH2:58][C:59]([NH2:61])=[O:60], predict the reaction product. The product is: [C:59]([CH2:58][N:8]1[CH2:13][CH2:12][CH:11]([NH:14][C:15]([N:17]2[C@@:21]([C:23]3[CH:28]=[CH:27][C:26]([Cl:29])=[CH:25][CH:24]=3)([CH3:22])[C@@:20]([C:31]3[CH:36]=[CH:35][C:34]([Cl:37])=[CH:33][CH:32]=3)([CH3:30])[N:19]=[C:18]2[C:38]2[CH:39]=[N:40][C:41]([C:47]([CH3:50])([CH3:49])[CH3:48])=[CH:42][C:43]=2[O:44][CH2:45][CH3:46])=[O:16])[CH2:10][CH2:9]1)(=[O:60])[NH2:61]. (4) Given the reactants [CH:1]12[CH2:10][CH:5]3[CH2:6][CH:7]([CH2:9][CH:3]([CH2:4]3)[CH:2]1[N:11]1[C:14](=[O:15])[C:13]([CH3:17])([CH3:16])[NH:12]1)[CH2:8]2.[N+:18]([C:21]1[CH:28]=[CH:27][CH:26]=[CH:25][C:22]=1[CH2:23]Br)([O-:20])=[O:19], predict the reaction product. The product is: [CH3:16][C:13]1([CH3:17])[N:12]([CH2:23][C:22]2[CH:25]=[CH:26][CH:27]=[CH:28][C:21]=2[N+:18]([O-:20])=[O:19])[N:11]([CH:2]2[CH:3]3[CH2:4][CH:5]4[CH2:6][CH:7]([CH2:8][CH:1]2[CH2:10]4)[CH2:9]3)[C:14]1=[O:15]. (5) The product is: [CH:13]1([O:18][C:19]2[CH:20]=[CH:21][C:22]([N:25]3[C:30](=[O:31])[C:29]([CH2:32][C:33]4[CH:34]=[CH:35][C:36]([C:39]5[CH:44]=[CH:43][CH:42]=[CH:41][C:40]=5[C:45]5[NH:3][C:4](=[O:7])[O:5][N:46]=5)=[CH:37][CH:38]=4)=[C:28]([CH2:47][CH2:48][CH3:49])[N:27]=[C:26]3[CH3:50])=[CH:23][CH:24]=2)[CH2:17][CH2:16][CH2:15][CH2:14]1. Given the reactants [Cl-].O[NH3+:3].[C:4](=[O:7])([O-])[OH:5].[Na+].CS(C)=O.[CH:13]1([O:18][C:19]2[CH:24]=[CH:23][C:22]([N:25]3[C:30](=[O:31])[C:29]([CH2:32][C:33]4[CH:38]=[CH:37][C:36]([C:39]5[C:40]([C:45]#[N:46])=[CH:41][CH:42]=[CH:43][CH:44]=5)=[CH:35][CH:34]=4)=[C:28]([CH2:47][CH2:48][CH3:49])[N:27]=[C:26]3[CH3:50])=[CH:21][CH:20]=2)[CH2:17][CH2:16][CH2:15][CH2:14]1, predict the reaction product. (6) Given the reactants Cl[C:2]1[C:7]([CH:8]2[CH2:10][CH2:9]2)=[CH:6][N:5]=[C:4]([C:11]#[N:12])[CH:3]=1.[O:13]1[CH2:18][CH2:17][CH:16]([OH:19])[CH2:15][CH2:14]1.[H-].[Na+].CCCCCCC.C(OCC)(=O)C, predict the reaction product. The product is: [CH:8]1([C:7]2[C:2]([O:19][CH:16]3[CH2:17][CH2:18][O:13][CH2:14][CH2:15]3)=[CH:3][C:4]([C:11]#[N:12])=[N:5][CH:6]=2)[CH2:10][CH2:9]1. (7) The product is: [CH2:22]([O:29][C:30]1[C:35]([CH3:36])=[C:34]([CH3:37])[C:33]([N:14]=[C:1]([C:8]2[CH:9]=[CH:10][CH:11]=[CH:12][CH:13]=2)[C:2]2[CH:7]=[CH:6][CH:5]=[CH:4][CH:3]=2)=[N:32][C:31]=1[CH3:39])[C:23]1[CH:28]=[CH:27][CH:26]=[CH:25][CH:24]=1. Given the reactants [C:1](=[NH:14])([C:8]1[CH:13]=[CH:12][CH:11]=[CH:10][CH:9]=1)[C:2]1[CH:7]=[CH:6][CH:5]=[CH:4][CH:3]=1.C1(C)C=CC=CC=1.[CH2:22]([O:29][C:30]1[C:31]([CH3:39])=[N:32][C:33](Br)=[C:34]([CH3:37])[C:35]=1[CH3:36])[C:23]1[CH:28]=[CH:27][CH:26]=[CH:25][CH:24]=1.CC([O-])(C)C.[Na+], predict the reaction product. (8) Given the reactants [CH3:1][C:2]1[CH:3]=[CH:4][C:5]2[C:6]3[N:14]4[CH2:15][CH2:16][CH:11]([CH2:12][CH2:13]4)[C:7]=3[NH:8][C:9]=2[CH:10]=1.[CH3:17][C:18]1[CH:23]=[CH:22][C:21]([CH:24]=[CH2:25])=[CH:20][N:19]=1, predict the reaction product. The product is: [CH3:1][C:2]1[CH:3]=[CH:4][C:5]2[C:6]3[N:14]4[CH2:15][CH2:16][CH:11]([CH2:12][CH2:13]4)[C:7]=3[N:8]([CH2:25][CH2:24][C:21]3[CH:20]=[N:19][C:18]([CH3:17])=[CH:23][CH:22]=3)[C:9]=2[CH:10]=1. (9) The product is: [CH3:38][N:28]([CH3:27])[CH2:29][CH2:30][C:31]1[CH:37]=[CH:36][C:34]([NH:35]/[C:16](=[C:6]2\[C:5](=[O:26])[NH:4][C:12]3[C:7]\2=[CH:8][C:9]([N+:13]([O-:15])=[O:14])=[CH:10][CH:11]=3)/[C:17]2[CH:18]=[CH:19][CH:20]=[CH:21][CH:22]=2)=[CH:33][CH:32]=1. Given the reactants C([N:4]1[C:12]2[C:7](=[CH:8][C:9]([N+:13]([O-:15])=[O:14])=[CH:10][CH:11]=2)[C:6](=[C:16](OCC)[C:17]2[CH:22]=[CH:21][CH:20]=[CH:19][CH:18]=2)[C:5]1=[O:26])(=O)C.[CH3:27][N:28]([CH3:38])[CH2:29][CH2:30][C:31]1[CH:37]=[CH:36][C:34]([NH2:35])=[CH:33][CH:32]=1.[OH-].[Na+], predict the reaction product.